This data is from CYP2D6 inhibition data for predicting drug metabolism from PubChem BioAssay. The task is: Regression/Classification. Given a drug SMILES string, predict its absorption, distribution, metabolism, or excretion properties. Task type varies by dataset: regression for continuous measurements (e.g., permeability, clearance, half-life) or binary classification for categorical outcomes (e.g., BBB penetration, CYP inhibition). Dataset: cyp2d6_veith. (1) The compound is CCOC(=O)CCN1C(=O)[C@H]2CC[C@H]3/C(=N\OC/C=C(\C)CCC=C(C)C)C[C@@H](O)[C@@H](O)[C@@H]3[C@@H]2C1=O. The result is 0 (non-inhibitor). (2) The drug is O=C(O)CN1C(=O)c2cccc3cccc(c23)C1=O. The result is 0 (non-inhibitor). (3) The molecule is O=S(=O)(c1ccccc1)N1CCC2(CC1)CN(Cc1nccs1)C2. The result is 0 (non-inhibitor). (4) The drug is Cn1ncc2c(Nc3cccc(Cl)c3)nc(Nc3cccc(Cl)c3)nc21. The result is 0 (non-inhibitor). (5) The compound is Cn1ncc(C#N)c1NC(=O)C1CC(c2ccc(Cl)cc2)=NO1. The result is 1 (inhibitor). (6) The compound is COC(=O)[C@@]1(Cc2ccc(OC)cc2)[C@H]2c3cc(C(=O)N4CCCC4)n(CCSCCO)c3C[C@H]2CN1C(=O)c1ccccc1. The result is 0 (non-inhibitor).